This data is from Reaction yield outcomes from USPTO patents with 853,638 reactions. The task is: Predict the reaction yield, written as a fraction of the theoretical maximum amount of product (1.0 means a 100% yield; for example, 0.34 means a 34% yield). (1) The product is [Cl:19][C:8]1[CH:9]=[C:10]([C:13]2[CH:14]=[N:15][N:16]([CH3:18])[CH:17]=2)[CH:11]=[CH:12][C:7]=1[C:4]1[S:3][C:2]([N:25]2[CH2:26][C@@H:27]3[C@@H:23]([CH2:22][N:21]([CH3:20])[CH2:28]3)[CH2:24]2)=[N:6][N:5]=1. The catalyst is CN1C(=O)CCC1.C(Cl)Cl. The reactants are Br[C:2]1[S:3][C:4]([C:7]2[CH:12]=[CH:11][C:10]([C:13]3[CH:14]=[N:15][N:16]([CH3:18])[CH:17]=3)=[CH:9][C:8]=2[Cl:19])=[N:5][N:6]=1.[CH3:20][N:21]1[CH2:28][C@@H:27]2[C@@H:23]([CH2:24][NH:25][CH2:26]2)[CH2:22]1. The yield is 0.130. (2) The reactants are C(OC(=O)[CH:5]([C:10]1[CH:39]=[CH:38][C:13]2[NH:14][C:15]([C:20]3[C:21](=[O:37])[N:22]([CH2:32][CH2:33][CH:34]([CH3:36])[CH3:35])[N:23]=[C:24]([C:27]4[S:28][CH:29]=[CH:30][CH:31]=4)[C:25]=3[OH:26])=[N:16][S:17](=[O:19])(=[O:18])[C:12]=2[CH:11]=1)[S:6]([CH3:9])(=[O:8])=[O:7])C.[OH-].[Li+].OC1C(C2SC=CC=2)=NN(CCC(C)C)C(=O)C=1C1NC2C=CC(C(S(C)(=O)=O)C(O)=O)=CC=2S(=O)(=O)N=1.Cl. The catalyst is O1CCCC1.CO. The product is [OH:26][C:25]1[C:24]([C:27]2[S:28][CH:29]=[CH:30][CH:31]=2)=[N:23][N:22]([CH2:32][CH2:33][CH:34]([CH3:36])[CH3:35])[C:21](=[O:37])[C:20]=1[C:15]1[NH:14][C:13]2[CH:38]=[CH:39][C:10]([CH2:5][S:6]([CH3:9])(=[O:8])=[O:7])=[CH:11][C:12]=2[S:17](=[O:19])(=[O:18])[N:16]=1. The yield is 0.0670. (3) The reactants are [N:1]1[C:6]([NH2:7])=[CH:5][CH:4]=[CH:3][C:2]=1[C:8]1[CH:9]=[N:10][CH:11]=[CH:12][CH:13]=1.[CH:14]([C:16]1[CH:25]=[CH:24][C:19]([C:20]([O:22][CH3:23])=[O:21])=[CH:18][CH:17]=1)=O.C1([SiH3])C=CC=CC=1. The catalyst is C1COCC1.C([Sn](Cl)(Cl)CCCC)CCC. The product is [N:1]1[C:6]([NH:7][CH2:14][C:16]2[CH:25]=[CH:24][C:19]([C:20]([O:22][CH3:23])=[O:21])=[CH:18][CH:17]=2)=[CH:5][CH:4]=[CH:3][C:2]=1[C:8]1[CH:9]=[N:10][CH:11]=[CH:12][CH:13]=1. The yield is 0.980. (4) The reactants are [C:1]([O:8][CH2:9][CH3:10])(=[O:7])[C:2](OCC)=O.[CH2:11]([O:18][CH2:19][C:20]([O:22]CC)=O)[C:12]1[CH:17]=[CH:16][CH:15]=[CH:14][CH:13]=1.[H-].[Na+].Cl.[CH3:28][S:29][CH2:30][CH2:31][O:32][CH:33]([CH3:37])[C:34]([NH2:36])=[NH:35].[O-]CC.[Na+]. The catalyst is O1CCCC1.C(O)C. The product is [CH2:11]([O:18][C:19]1[C:20](=[O:22])[NH:36][C:34]([CH:33]([O:32][CH2:31][CH2:30][S:29][CH3:28])[CH3:37])=[N:35][C:2]=1[C:1]([O:8][CH2:9][CH3:10])=[O:7])[C:12]1[CH:13]=[CH:14][CH:15]=[CH:16][CH:17]=1. The yield is 0.150. (5) The reactants are C(O[C:4](=O)[CH2:5][CH2:6][NH:7][C:8]1[CH:13]=[C:12](C)[CH:11]=[C:10]([CH3:15])[CH:9]=1)C.[H-].[H-].[H-].[H-].[Li+].[Al+3].[OH2:23].C(Cl)Cl.[CH3:27]O. The catalyst is O1CCCC1. The product is [CH3:27][CH2:4][CH2:5][CH:6]([NH:7][C:8]1[CH:9]=[C:10]([CH3:15])[CH:11]=[CH:12][CH:13]=1)[OH:23]. The yield is 0.860. (6) The reactants are CC(OI1(OC(C)=O)(OC(C)=O)OC(=O)C2C=CC=CC1=2)=O.[CH3:23][O:24][C:25]1[CH:34]=[C:33]2[C:28]([N:29]=[CH:30][C:31]([S:35][CH2:36][CH2:37][OH:38])=[N:32]2)=[CH:27][CH:26]=1.S([O-])([O-])(=O)=S.[Na+].[Na+].C(=O)([O-])O.[Na+]. The catalyst is ClCCl.CCCCCC.C(OCC)(=O)C. The product is [CH3:23][O:24][C:25]1[CH:34]=[C:33]2[C:28]([N:29]=[CH:30][C:31]([S:35][CH2:36][CH:37]=[O:38])=[N:32]2)=[CH:27][CH:26]=1. The yield is 0.750. (7) The reactants are C1COCC1.[CH3:6][O:7][C:8]1[CH:13]=[CH:12][C:11]([Mg]Br)=[CH:10][CH:9]=1.Cl[C:17]1[CH:22]=[CH:21][C:20]([F:23])=[C:19]([F:24])[CH:18]=1.[Cl-].C(C1C=CC=C(C(C)C)C=1[NH+]1CCN(C2C(C(C)C)=CC=CC=2C(C)C)C1)(C)C. The catalyst is CCCCCC.C1(C)C=CC=CC=1. The product is [F:23][C:20]1[CH:21]=[C:22]([C:11]2[CH:12]=[CH:13][C:8]([O:7][CH3:6])=[CH:9][CH:10]=2)[CH:17]=[CH:18][C:19]=1[F:24]. The yield is 0.920. (8) The reactants are [CH3:1][C:2]([Si:5](Cl)([CH3:7])[CH3:6])([CH3:4])[CH3:3].N1C=CN=C1.[OH:14][CH:15]([C:20]1[CH:25]=[CH:24][C:23]([O:26][CH3:27])=[CH:22][CH:21]=1)[C:16]([O:18][CH3:19])=[O:17].O. The catalyst is CN(C=O)C. The product is [Si:5]([O:14][CH:15]([C:20]1[CH:21]=[CH:22][C:23]([O:26][CH3:27])=[CH:24][CH:25]=1)[C:16]([O:18][CH3:19])=[O:17])([C:2]([CH3:4])([CH3:3])[CH3:1])([CH3:7])[CH3:6]. The yield is 0.970. (9) The reactants are [C:1]([O:5][C:6]([N:8]1[CH2:12][C@@H:11]([CH3:13])[CH2:10][C@H:9]1[C:14]1[NH:15][C:16](I)=[C:17](I)[N:18]=1)=[O:7])([CH3:4])([CH3:3])[CH3:2].IC1NC=NC=1I.C([C@@H]1C[C@H](C)CN1C(OC(C)(C)C)=O)=O.[NH4+].[OH-].C(C=O)=O. The catalyst is O.CO. The product is [NH:15]1[CH:16]=[CH:17][N:18]=[C:14]1[C@@H:9]1[CH2:10][C@H:11]([CH3:13])[CH2:12][N:8]1[C:6]([O:5][C:1]([CH3:2])([CH3:4])[CH3:3])=[O:7]. The yield is 0.580.